This data is from Reaction yield outcomes from USPTO patents with 853,638 reactions. The task is: Predict the reaction yield, written as a fraction of the theoretical maximum amount of product (1.0 means a 100% yield; for example, 0.34 means a 34% yield). (1) The reactants are [CH2:1]([O:8][C:9]1[CH:14]=[CH:13][C:12](/[CH:15]=[CH:16]/[N+:17]([O-:19])=[O:18])=[CH:11][N:10]=1)[C:2]1[CH:7]=[CH:6][CH:5]=[CH:4][CH:3]=1.C(O)(=O)C.[BH4-].[Na+]. The catalyst is CS(C)=O. The product is [CH2:1]([O:8][C:9]1[CH:14]=[CH:13][C:12]([CH2:15][CH2:16][N+:17]([O-:19])=[O:18])=[CH:11][N:10]=1)[C:2]1[CH:7]=[CH:6][CH:5]=[CH:4][CH:3]=1. The yield is 0.430. (2) The reactants are [N:1]([CH2:4][CH2:5][C:6]1[N:7]([CH:27]([C:34]2[CH:39]=[CH:38][CH:37]=[CH:36][CH:35]=2)[C:28]2[CH:33]=[CH:32][CH:31]=[CH:30][CH:29]=2)[C:8]2[C:13]([C:14]=1[CH2:15][CH2:16][O:17][C:18]1[CH:25]=[CH:24][C:21]([CH:22]=O)=[CH:20][CH:19]=1)=[CH:12][C:11]([Cl:26])=[CH:10][CH:9]=2)=[N+:2]=[N-:3].[S:40]1[CH2:44][C:43](=[O:45])[NH:42][C:41]1=[O:46].N1CCCCC1. The catalyst is CCO. The product is [N:1]([CH2:4][CH2:5][C:6]1[N:7]([CH:27]([C:28]2[CH:29]=[CH:30][CH:31]=[CH:32][CH:33]=2)[C:34]2[CH:35]=[CH:36][CH:37]=[CH:38][CH:39]=2)[C:8]2[C:13]([C:14]=1[CH2:15][CH2:16][O:17][C:18]1[CH:25]=[CH:24][C:21]([CH:22]=[C:44]3[S:40][C:41](=[O:46])[NH:42][C:43]3=[O:45])=[CH:20][CH:19]=1)=[CH:12][C:11]([Cl:26])=[CH:10][CH:9]=2)=[N+:2]=[N-:3]. The yield is 0.870. (3) The reactants are [C:1]([N:4]([C:8]1[CH:13]=[C:12]([C:14]2[C:15]([C:23]3[CH:28]=[CH:27][CH:26]=[CH:25][CH:24]=3)=[N:16][N:17]3[CH:22]=[CH:21][CH:20]=[N:19][C:18]=23)[CH:11]=[CH:10][N:9]=1)[C:5](=[O:7])[CH3:6])(=[O:3])[CH3:2].[BH4-].[Na+].O.[CH2:32]([OH:34])[CH3:33]. No catalyst specified. The product is [C:1]([N:4]([C:8]1[CH:13]=[C:12]([C:14]2[C:15]([C:23]3[CH:28]=[CH:27][CH:26]=[CH:25][CH:24]=3)=[N:16][N:17]3[CH2:22][CH2:21][CH2:20][N:19]([C:32](=[O:34])[CH3:33])[C:18]=23)[CH:11]=[CH:10][N:9]=1)[C:5](=[O:7])[CH3:6])(=[O:3])[CH3:2]. The yield is 0.460. (4) The reactants are [CH3:1][O:2][CH2:3][CH2:4][O:5][C:6]1[CH:7]=[C:8]2[C:12](=[C:13]([N+:15]([O-:17])=[O:16])[CH:14]=1)[NH:11][C:10]([C:18]([O:20]CC)=[O:19])=[CH:9]2.C(O)(=O)CC(CC(O)=O)(C(O)=O)O. The catalyst is C(O)C.O1CCCC1.[OH-].[Na+]. The product is [CH3:1][O:2][CH2:3][CH2:4][O:5][C:6]1[CH:7]=[C:8]2[C:12](=[C:13]([N+:15]([O-:17])=[O:16])[CH:14]=1)[NH:11][C:10]([C:18]([OH:20])=[O:19])=[CH:9]2. The yield is 0.970. (5) The reactants are [C:1]1([C:7]#C)[CH:6]=[CH:5][CH:4]=[CH:3][CH:2]=1.[N:9]([CH2:12][CH2:13]CCN1C=CC=C(OCC2C=CC=CC=2)C1=O)=[N+:10]=[N-:11].[C:31]1([N:37]2[CH:42]=[CH:41][C:40]([CH2:43][CH2:44][C:45]3N=NN[CH:49]=3)=[C:39]([O:50]C)[C:38]2=[O:52])[CH:36]=[CH:35][CH:34]=[CH:33][CH:32]=1. The product is [C:31]1([N:37]2[CH:42]=[CH:41][C:40]([CH2:43][CH2:44][CH2:45][CH2:49][C:13]3[N:11]=[N:10][NH:9][CH:12]=3)=[C:39]([O:50][CH2:7][C:1]3[CH:2]=[CH:3][CH:4]=[CH:5][CH:6]=3)[C:38]2=[O:52])[CH:32]=[CH:33][CH:34]=[CH:35][CH:36]=1. No catalyst specified. The yield is 0.770.